Regression. Given a peptide amino acid sequence and an MHC pseudo amino acid sequence, predict their binding affinity value. This is MHC class I binding data. From a dataset of Peptide-MHC class I binding affinity with 185,985 pairs from IEDB/IMGT. (1) The peptide sequence is RGRIGRTYL. The MHC is HLA-A31:01 with pseudo-sequence HLA-A31:01. The binding affinity (normalized) is 0.0847. (2) The peptide sequence is STTTCEAGV. The MHC is HLA-B15:01 with pseudo-sequence HLA-B15:01. The binding affinity (normalized) is 0.0847. (3) The MHC is HLA-A11:01 with pseudo-sequence HLA-A11:01. The binding affinity (normalized) is 0. The peptide sequence is GLPVEYLQVPS. (4) The peptide sequence is FFTELENKK. The MHC is HLA-A31:01 with pseudo-sequence HLA-A31:01. The binding affinity (normalized) is 0.0615. (5) The binding affinity (normalized) is 0.767. The MHC is HLA-A02:01 with pseudo-sequence HLA-A02:01. The peptide sequence is IILAISALL. (6) The peptide sequence is LQDPRVRGLY. The MHC is HLA-A02:02 with pseudo-sequence HLA-A02:02. The binding affinity (normalized) is 0.158. (7) The peptide sequence is FALISFLLL. The MHC is H-2-Kb with pseudo-sequence H-2-Kb. The binding affinity (normalized) is 0.406.